Dataset: Forward reaction prediction with 1.9M reactions from USPTO patents (1976-2016). Task: Predict the product of the given reaction. (1) Given the reactants [CH:1]1[CH:2]=[CH:3][C:4]2[S:15][C:14]3[CH:13]=[CH:12][CH:11]=[CH:10][C:9]=3[N:8]=[C:7]([N:16]3[CH2:21][CH2:20][N:19]([CH2:22][CH2:23][O:24][CH2:25][CH2:26][OH:27])[CH2:18][CH2:17]3)[C:5]=2[CH:6]=1.[C:28]1([CH3:55])[CH:33]=[CH:32][C:31]([C:34]([C@@:36]([C:52]([OH:54])=[O:53])([OH:51])[C@@:37]([C:42]([C:44]2[CH:49]=[CH:48][C:47]([CH3:50])=[CH:46][CH:45]=2)=[O:43])([OH:41])[C:38]([OH:40])=[O:39])=[O:35])=[CH:30][CH:29]=1, predict the reaction product. The product is: [CH:1]1[CH:2]=[CH:3][C:4]2[S:15][C:14]3[CH:13]=[CH:12][CH:11]=[CH:10][C:9]=3[N:8]=[C:7]([N:16]3[CH2:21][CH2:20][N:19]([CH2:22][CH2:23][O:24][CH2:25][CH2:26][OH:27])[CH2:18][CH2:17]3)[C:5]=2[CH:6]=1.[C:28]1([CH3:55])[CH:33]=[CH:32][C:31]([C:34]([C@@:36]([C:52]([O-:54])=[O:53])([OH:51])[C@@:37]([C:42]([C:44]2[CH:45]=[CH:46][C:47]([CH3:50])=[CH:48][CH:49]=2)=[O:43])([OH:41])[C:38]([O-:40])=[O:39])=[O:35])=[CH:30][CH:29]=1. (2) Given the reactants [N:1]1[CH:6]=[CH:5][CH:4]=[C:3]([C:7]2[CH:8]=[C:9]3[C:15]([C:16]4[CH:17]=[C:18]([N:22]5[CH2:27][CH2:26][CH:25]([NH:28]C(=O)OC(C)(C)C)[CH2:24][CH2:23]5)[CH:19]=[N:20][CH:21]=4)=[N:14][N:13](C4CCCCO4)[C:10]3=[CH:11][N:12]=2)[CH:2]=1.C(Cl)Cl.FC(F)(F)C(O)=O, predict the reaction product. The product is: [N:1]1[CH:6]=[CH:5][CH:4]=[C:3]([C:7]2[CH:8]=[C:9]3[C:15]([C:16]4[CH:17]=[C:18]([N:22]5[CH2:27][CH2:26][CH:25]([NH2:28])[CH2:24][CH2:23]5)[CH:19]=[N:20][CH:21]=4)=[N:14][NH:13][C:10]3=[CH:11][N:12]=2)[CH:2]=1. (3) The product is: [NH2:2][C:1]1[C:3]2[C:4](=[N:5][CH:16]=[CH:8][C:7]=2[N:9]2[CH2:14][CH2:13][N:12]([CH3:15])[CH2:11][CH2:10]2)[S:6][C:27]=1[C:28]([NH2:30])=[O:29]. Given the reactants [C:1](/[C:3](=[C:7](/[N:9]1[CH2:14][CH2:13][N:12]([CH3:15])[CH2:11][CH2:10]1)\[CH3:8])/[C:4](=[S:6])[NH2:5])#[N:2].[CH3:16]OC(OC)N(C)C.[OH-].[Na+].Cl[CH2:27][C:28]([NH2:30])=[O:29], predict the reaction product. (4) Given the reactants [NH2:1][C:2]1[CH:3]=[C:4]([C:8]2[O:9][C:10]3[CH:16]=[C:15]([CH3:17])[CH:14]=[CH:13][C:11]=3[N:12]=2)[CH:5]=[CH:6][CH:7]=1.[CH:18]1[C:23]([C:24]([OH:26])=[O:25])=[CH:22][C:21]2[C:27]([O:29][C:30](=O)[C:20]=2[CH:19]=1)=[O:28], predict the reaction product. The product is: [CH3:17][C:15]1[CH:14]=[CH:13][C:11]2[N:12]=[C:8]([C:4]3[CH:3]=[C:2]([N:1]4[C:27](=[O:28])[C:21]5[C:20](=[CH:19][CH:18]=[C:23]([C:24]([OH:26])=[O:25])[CH:22]=5)[C:30]4=[O:29])[CH:7]=[CH:6][CH:5]=3)[O:9][C:10]=2[CH:16]=1. (5) Given the reactants C([O:8][C:9]1[CH:14]=[CH:13][C:12]([C:15]2[N:20]=[C:19]3[N:21](C4CCCCO4)[N:22]=[C:23]([CH3:24])[C:18]3=[C:17]([C:31](=O)[CH3:32])[CH:16]=2)=[C:11]([F:34])[CH:10]=1)C1C=CC=CC=1.[CH3:35][C@H:36]1[CH2:41][NH:40][CH2:39][C@@H:38]([CH3:42])[N:37]1C(OC(C)(C)C)=O, predict the reaction product. The product is: [CH3:35][C@@H:36]1[NH:37][C@H:38]([CH3:42])[CH2:39][N:40]([CH:31]([C:17]2[CH:16]=[C:15]([C:12]3[CH:13]=[CH:14][C:9]([OH:8])=[CH:10][C:11]=3[F:34])[N:20]=[C:19]3[NH:21][N:22]=[C:23]([CH3:24])[C:18]=23)[CH3:32])[CH2:41]1. (6) Given the reactants [CH3:1][O:2][C:3]1[C:4]([CH2:12][N:13]([CH3:15])[CH3:14])=[C:5]2[C:9](=[CH:10][CH:11]=1)[NH:8][CH:7]=[CH:6]2.CN(C=O)C.[Cl:21][C:22]1[CH:27]=[CH:26][CH:25]=[CH:24][C:23]=1[S:28](Cl)(=[O:30])=[O:29], predict the reaction product. The product is: [Cl:21][C:22]1[CH:27]=[CH:26][CH:25]=[CH:24][C:23]=1[S:28]([N:8]1[C:9]2[C:5](=[C:4]([CH2:12][N:13]([CH3:14])[CH3:15])[C:3]([O:2][CH3:1])=[CH:11][CH:10]=2)[CH:6]=[CH:7]1)(=[O:30])=[O:29]. (7) Given the reactants C(NC(C)C)(C)C.C([Li])CCC.[F:13][C:14]1[CH:19]=[CH:18][C:17]([CH:20]([CH2:23][C:24]2[CH:29]=[CH:28][CH:27]=[CH:26][CH:25]=2)[C:21]#[N:22])=[CH:16][C:15]=1[O:30][CH3:31].Cl[C:33]([O:35][CH2:36][CH3:37])=[O:34], predict the reaction product. The product is: [CH2:36]([O:35][C:33](=[O:34])[C:20]([CH2:23][C:24]1[CH:25]=[CH:26][CH:27]=[CH:28][CH:29]=1)([C:21]#[N:22])[C:17]1[CH:18]=[CH:19][C:14]([F:13])=[C:15]([O:30][CH3:31])[CH:16]=1)[CH3:37]. (8) The product is: [N:44]([CH2:18][CH:10]1[CH2:9][C:8]([C:5]2[CH:6]=[CH:7][C:2]([Cl:1])=[C:3]([C:21]([F:24])([F:23])[F:22])[CH:4]=2)([CH3:20])[C:13]([C:14]([O:16][CH3:17])=[O:15])=[CH:12][CH2:11]1)=[N+:45]=[N-:46]. Given the reactants [Cl:1][C:2]1[CH:7]=[CH:6][C:5]([C:8]2([CH3:20])[C:13]([C:14]([O:16][CH3:17])=[O:15])=[CH:12][CH2:11][CH:10]([CH2:18]O)[CH2:9]2)=[CH:4][C:3]=1[C:21]([F:24])([F:23])[F:22].C1(P(C2C=CC=CC=2)C2C=CC=CC=2)C=CC=CC=1.[NH:44]=[N+:45]=[N-:46].N(C(OCC)=O)=NC(OCC)=O, predict the reaction product. (9) Given the reactants [NH2:1][C:2]1[CH:11]=[C:10]2[C:5]([CH2:6][CH:7]([C:24]3[CH:29]=[CH:28][C:27]([C:30]#[N:31])=[CH:26][CH:25]=3)[N:8]([CH2:13][CH2:14][CH2:15][NH:16][C:17](=[O:23])[O:18][C:19]([CH3:22])([CH3:21])[CH3:20])[C:9]2=[O:12])=[CH:4][CH:3]=1.[C:32]([C:35]1[CH:40]=[CH:39][C:38]([N:41]=[C:42]=[O:43])=[CH:37][CH:36]=1)(=[O:34])[CH3:33].C(N(CC)CC)C, predict the reaction product. The product is: [C:32]([C:35]1[CH:40]=[CH:39][C:38]([NH:41][C:42]([NH:1][C:2]2[CH:11]=[C:10]3[C:5]([CH2:6][CH:7]([C:24]4[CH:29]=[CH:28][C:27]([C:30]#[N:31])=[CH:26][CH:25]=4)[N:8]([CH2:13][CH2:14][CH2:15][NH:16][C:17](=[O:23])[O:18][C:19]([CH3:22])([CH3:21])[CH3:20])[C:9]3=[O:12])=[CH:4][CH:3]=2)=[O:43])=[CH:37][CH:36]=1)(=[O:34])[CH3:33].